Dataset: Experimentally validated miRNA-target interactions with 360,000+ pairs, plus equal number of negative samples. Task: Binary Classification. Given a miRNA mature sequence and a target amino acid sequence, predict their likelihood of interaction. (1) The miRNA is hsa-miR-3178 with sequence GGGGCGCGGCCGGAUCG. The protein sequence of the target gene is MAAGKSGGSAGALFLKALDRSESKRDGGFKNNWSFDHEEESEGDADKDGANLLSVEDEDSEISKGKKLNRRSEIVATSSGDFILKTYVRRSKTDGFKTLKGNPIGLNMLSNNKKLSESTAGTALCSGTVVHGRRFHHAHSQTPGIRTAAQRKEYPPYVHKAENSPVMLSHGQGGDHIMKKTEESESYVESEIKRKVQQKRHCSTYQLSPLSPASKKCLTHLEVSEQREYCPKCGKEKENQTKCQSCGIVFHNDLQRNCRQAVTLNEPTGPLLRTSIHQNSGGQKSQNTGLTAKKFYGNSV.... Result: 0 (no interaction). (2) The miRNA is hsa-miR-6774-3p with sequence UCGUGUCCCUCUUGUCCACAG. The protein sequence of the target gene is MELLTFRDVAIEFSPEEWKCLDPDQQNLYRDVMLENYRNLVSLGVAISNPDLVTCLEQRKEPYNVKIHKIVARPPAMCSHFTQDHWPVQGIEDSFHKLILRRYEKCGHDNLQLRKGCKSLNECKLQKGGYNEFNECLSTTQSKILQCKASVKVVSKFSNSNKRKTRHTGEKHFKECGKSFQKFSHLTQHKVIHAGEKPYTCEECGKAFKWSLIFNEHKRIHTGEKPFTCEECGSIFTTSSHFAKHKIIHTGEKPYKCEECGKAFNRFTTLTKHKRIHAGEKPITCEECRKIFTSSSNFAK.... Result: 0 (no interaction).